This data is from Full USPTO retrosynthesis dataset with 1.9M reactions from patents (1976-2016). The task is: Predict the reactants needed to synthesize the given product. (1) Given the product [CH2:1]([O:8][C:9](=[O:24])[C@@H:10]([N:23]([CH2:25][CH2:42][CH3:43])[C:51]([O:50][C:46]([CH3:49])([CH3:48])[CH3:47])=[O:52])[CH2:11][CH2:12][C:13]1[N:17]([CH3:18])[C:16]2[CH:19]=[CH:20][CH:21]=[CH:22][C:15]=2[N:14]=1)[C:2]1[CH:3]=[CH:4][CH:5]=[CH:6][CH:7]=1, predict the reactants needed to synthesize it. The reactants are: [CH2:1]([O:8][C:9](=[O:24])[C@@H:10]([NH2:23])[CH2:11][CH2:12][C:13]1[N:17]([CH3:18])[C:16]2[CH:19]=[CH:20][CH:21]=[CH:22][C:15]=2[N:14]=1)[C:2]1[CH:7]=[CH:6][CH:5]=[CH:4][CH:3]=1.[CH:25](OC)(OC)OC.C(O[BH-](O[C:42](=O)[CH3:43])OC(=O)C)(=O)C.[Na+].[C:46]([O:50][C:51](O[C:51]([O:50][C:46]([CH3:49])([CH3:48])[CH3:47])=[O:52])=[O:52])([CH3:49])([CH3:48])[CH3:47]. (2) Given the product [Cl:25][C:8]1[C:7]2[CH:22]=[C:3]([S:2][CH3:1])[CH:4]=[CH:5][C:6]=2[S:12][C:11]2[CH:13]=[CH:14][C:15]([C:17]([F:20])([F:19])[F:18])=[CH:16][C:10]=2[N:9]=1, predict the reactants needed to synthesize it. The reactants are: [CH3:1][S:2][C:3]1[CH:4]=[CH:5][C:6]2[S:12][C:11]3[CH:13]=[CH:14][C:15]([C:17]([F:20])([F:19])[F:18])=[CH:16][C:10]=3[NH:9][C:8](=O)[C:7]=2[CH:22]=1.O=P(Cl)(Cl)[Cl:25]. (3) Given the product [CH2:1]([O:3][C:4]([C:6]1[C:15](=[O:16])[C:14]2[C:9](=[CH:10][C:11]([C:12]3[CH:13]=[CH:14][C:9]([NH2:8])=[CH:10][CH:11]=3)=[CH:12][CH:13]=2)[N:8]([CH2:18][CH3:19])[C:7]=1[S:20][CH3:21])=[O:5])[CH3:2], predict the reactants needed to synthesize it. The reactants are: [CH2:1]([O:3][C:4]([C:6]1[C:15](=[O:16])[C:14]2[C:9](=[CH:10][C:11](Br)=[CH:12][CH:13]=2)[N:8]([CH2:18][CH3:19])[C:7]=1[S:20][CH3:21])=[O:5])[CH3:2].C([O-])([O-])=O.[Na+].[Na+]. (4) Given the product [CH3:1][O:2][C:3](=[O:12])[CH2:4][C:5](=[CH:15][C:13]#[N:14])[CH2:6][C:7]([O:9][CH3:10])=[O:8], predict the reactants needed to synthesize it. The reactants are: [CH3:1][O:2][C:3](=[O:12])[CH2:4][C:5](=O)[CH2:6][C:7]([O:9][CH3:10])=[O:8].[C:13]([CH2:15]C(O)=O)#[N:14].C(O)(=O)C. (5) Given the product [N+:1]([C:4]1[CH:5]=[CH:6][C:7]([C:8]([O:10][CH2:11][CH2:12][CH2:13][CH2:14][C@H:15]([OH:18])[CH2:16][O:17][C:27]([C:21]2[CH:26]=[CH:25][CH:24]=[CH:23][CH:22]=2)([C:35]2[CH:36]=[CH:37][CH:38]=[CH:39][CH:40]=2)[C:29]2[CH:30]=[CH:31][CH:32]=[CH:33][CH:34]=2)=[O:9])=[CH:19][CH:20]=1)([O-:3])=[O:2], predict the reactants needed to synthesize it. The reactants are: [N+:1]([C:4]1[CH:20]=[CH:19][C:7]([C:8]([O:10][CH2:11][CH2:12][CH2:13][CH2:14][C@H:15]([OH:18])[CH2:16][OH:17])=[O:9])=[CH:6][CH:5]=1)([O-:3])=[O:2].[C:21]1([C:27]([C:35]2[CH:40]=[CH:39][CH:38]=[CH:37][CH:36]=2)([C:29]2[CH:34]=[CH:33][CH:32]=[CH:31][CH:30]=2)Cl)[CH:26]=[CH:25][CH:24]=[CH:23][CH:22]=1.C(N(CC)CC)C.O. (6) Given the product [CH:12]([O:15][N:16]=[C:17]([C:18](=[N:19][O:20][CH3:21])[N:22]1[CH:26]=[N:25][CH:24]=[N:23]1)[C:27](=[O:29])[S:11][CH2:9][CH3:10])([CH3:13])[CH3:14], predict the reactants needed to synthesize it. The reactants are: ClCCCl.C[Al](C)C.[CH2:9]([SH:11])[CH3:10].[CH:12]([O:15][N:16]=[C:17]([C:27]([O:29]C)=O)[C:18]([N:22]1[CH:26]=[N:25][CH:24]=[N:23]1)=[N:19][O:20][CH3:21])([CH3:14])[CH3:13]. (7) Given the product [Cl:1][C:2]1[CH:3]=[C:4]([NH:10][C:11](=[O:12])[C:13]([OH:30])([C:24]2[CH:29]=[CH:28][CH:27]=[CH:26][CH:25]=2)[CH2:14][C:15]2[CH:23]=[CH:22][CH:21]=[C:17]([CH2:18][OH:19])[CH:16]=2)[CH:5]=[CH:6][C:7]=1[C:8]#[N:9], predict the reactants needed to synthesize it. The reactants are: [Cl:1][C:2]1[CH:3]=[C:4]([NH:10][C:11]([C:13]([OH:30])([C:24]2[CH:29]=[CH:28][CH:27]=[CH:26][CH:25]=2)[CH2:14][C:15]2[CH:16]=[C:17]([CH:21]=[CH:22][CH:23]=2)[C:18](O)=[O:19])=[O:12])[CH:5]=[CH:6][C:7]=1[C:8]#[N:9].C(=O)([O-])[O-].[Na+].[Na+]. (8) Given the product [O:1]1[CH:5]=[CH:4][CH:3]=[C:2]1[C:6]1[O:7][C:8]([CH3:42])=[C:9]([CH2:11][O:12][C:13]2[CH:39]=[CH:38][C:16]([CH2:17][O:18][C:19]3[C:23](/[CH:24]=[CH:25]/[C:26](=[O:27])[CH2:43][CH2:44][CH3:45])=[CH:22][N:21]([C:32]4[CH:33]=[CH:34][CH:35]=[CH:36][CH:37]=4)[N:20]=3)=[CH:15][C:14]=2[O:40][CH3:41])[N:10]=1, predict the reactants needed to synthesize it. The reactants are: [O:1]1[CH:5]=[CH:4][CH:3]=[C:2]1[C:6]1[O:7][C:8]([CH3:42])=[C:9]([CH2:11][O:12][C:13]2[CH:39]=[CH:38][C:16]([CH2:17][O:18][C:19]3[C:23](/[CH:24]=[CH:25]/[C:26](N(OC)C)=[O:27])=[CH:22][N:21]([C:32]4[CH:37]=[CH:36][CH:35]=[CH:34][CH:33]=4)[N:20]=3)=[CH:15][C:14]=2[O:40][CH3:41])[N:10]=1.[CH2:43]([Mg]Br)[CH2:44][CH3:45].Cl.